Dataset: Forward reaction prediction with 1.9M reactions from USPTO patents (1976-2016). Task: Predict the product of the given reaction. (1) Given the reactants [O:1]=[C:2]1[C:7]([CH2:8][C:9]2[CH:14]=[CH:13][C:12]([C:15]3[C:16]([C:21]#[N:22])=[CH:17][CH:18]=[CH:19][CH:20]=3)=[CH:11][CH:10]=2)=[C:6]([CH2:23][CH2:24][CH3:25])[N:5]2[N:26]=[CH:27][N:28]=[C:4]2[NH:3]1.[C:29]([O:32][CH2:33][C:34]([CH3:46])([CH3:45])[O:35][C:36]1[CH:41]=[CH:40][C:39](B(O)O)=[CH:38][CH:37]=1)(=[O:31])[CH3:30].N1C=CC=CC=1.C(N(CC)CC)C, predict the reaction product. The product is: [C:29]([O:32][CH2:33][C:34]([O:35][C:36]1[CH:37]=[CH:38][C:39]([N:3]2[C:2](=[O:1])[C:7]([CH2:8][C:9]3[CH:10]=[CH:11][C:12]([C:15]4[CH:20]=[CH:19][CH:18]=[CH:17][C:16]=4[C:21]#[N:22])=[CH:13][CH:14]=3)=[C:6]([CH2:23][CH2:24][CH3:25])[N:5]3[N:26]=[CH:27][N:28]=[C:4]23)=[CH:40][CH:41]=1)([CH3:46])[CH3:45])(=[O:31])[CH3:30]. (2) Given the reactants [F:1][C:2]1[CH:7]=[CH:6][CH:5]=[CH:4][C:3]=1[C:8]1[CH:17]=[C:16]([C:18]2[N:27]=[CH:26][CH:25]=[C:24]3[C:19]=2[CH:20]=[CH:21][N:22]=[C:23]3[NH2:28])[C:15]2[C:10](=[N:11][CH:12]=[CH:13][CH:14]=2)[N:9]=1.[H-].[Na+].Cl.[CH3:32][N:33]([CH2:35][C:36](Cl)=[O:37])[CH3:34], predict the reaction product. The product is: [CH3:32][N:33]([CH3:34])[CH2:35][C:36]([NH:28][C:23]1[C:24]2[C:19](=[C:18]([C:16]3[C:15]4[C:10](=[N:11][CH:12]=[CH:13][CH:14]=4)[N:9]=[C:8]([C:3]4[CH:4]=[CH:5][CH:6]=[CH:7][C:2]=4[F:1])[CH:17]=3)[N:27]=[CH:26][CH:25]=2)[CH:20]=[CH:21][N:22]=1)=[O:37]. (3) Given the reactants [OH:1][C:2]1[CH:11]=[CH:10][C:9]([O:12][CH3:13])=[CH:8][C:3]=1[C:4]([NH:6][OH:7])=[NH:5].[O:14]1[CH:18]=[CH:17][C:16]([C:19](O)=O)=[CH:15]1, predict the reaction product. The product is: [O:14]1[CH:18]=[CH:17][C:16]([C:19]2[O:7][N:6]=[C:4]([C:3]3[CH:8]=[C:9]([O:12][CH3:13])[CH:10]=[CH:11][C:2]=3[OH:1])[N:5]=2)=[CH:15]1. (4) Given the reactants [Br:1][C:2]1[CH:7]=[CH:6][C:5](OB(O)O)=[CH:4][CH:3]=1.[C:12]1(=[O:17])[CH2:16][CH2:15][CH:14]=[CH:13]1, predict the reaction product. The product is: [Br:1][C:2]1[CH:7]=[CH:6][C:5]([C@H:14]2[CH2:15][CH2:16][C:12](=[O:17])[CH2:13]2)=[CH:4][CH:3]=1. (5) Given the reactants [CH2:1]([O:3][C:4](=[O:11])[CH2:5][C:6](=[O:10])[CH2:7][CH2:8][CH3:9])[CH3:2].C(N(CC)CC)C.C(=O)([O-])O.[Na+].C([N-]C(C)C)(C)C.[Li+].O1CCCC1.Cl[Si:38]([CH3:41])([CH3:40])[CH3:39], predict the reaction product. The product is: [CH2:1]([O:3][C:4]([O:11][Si:38]([CH3:41])([CH3:40])[CH3:39])=[CH:5][C:6]([O:10][Si:38]([CH3:41])([CH3:40])[CH3:39])=[CH:7][CH2:8][CH3:9])[CH3:2]. (6) The product is: [Br:10][C:11]1[CH:16]=[CH:15][CH:14]=[C:13]([O:9][C:4]2[CH:5]=[CH:6][C:7]([F:8])=[C:2]([F:1])[CH:3]=2)[N:12]=1. Given the reactants [F:1][C:2]1[CH:3]=[C:4]([OH:9])[CH:5]=[CH:6][C:7]=1[F:8].[Br:10][C:11]1[CH:16]=[CH:15][CH:14]=[C:13](Br)[N:12]=1.C([O-])([O-])=O.[Cs+].[Cs+].[OH-].[Na+], predict the reaction product. (7) Given the reactants [C:1]1([CH3:9])[CH:6]=[CH:5][C:4]([C:7]#[N:8])=[CH:3][CH:2]=1.C[Si]([N-:14][Si](C)(C)C)(C)C.[Li+].[ClH:20], predict the reaction product. The product is: [ClH:20].[CH3:9][C:1]1[CH:6]=[CH:5][C:4]([C:7]([NH2:14])=[NH:8])=[CH:3][CH:2]=1. (8) Given the reactants [C:1]1(/[CH:7]=[CH:8]\[C@@H:9]2[CH2:25][N:13]3[CH2:14][CH2:15][N:16]([C:18]4[N:23]=[CH:22][C:21]([F:24])=[CH:20][N:19]=4)[CH2:17][C@@H:12]3[CH2:11][CH2:10]2)[CH:6]=[CH:5][CH:4]=[CH:3][CH:2]=1.[H][H], predict the reaction product. The product is: [C:1]1([CH2:7][CH2:8][C@H:9]2[CH2:25][N:13]3[CH2:14][CH2:15][N:16]([C:18]4[N:23]=[CH:22][C:21]([F:24])=[CH:20][N:19]=4)[CH2:17][C@@H:12]3[CH2:11][CH2:10]2)[CH:6]=[CH:5][CH:4]=[CH:3][CH:2]=1. (9) Given the reactants [Cl:1][C:2]1[CH:3]=[C:4]2[C:10]([C:11]3[N:16]=[C:15]([NH:17][C@H:18]4[CH2:22][CH2:21][N:20](S(C)(=O)=O)[CH2:19]4)[C:14]([F:27])=[CH:13][N:12]=3)=[CH:9][NH:8][C:5]2=[N:6][CH:7]=1.[CH3:28][O:29][CH2:30][C:31](Cl)=[O:32], predict the reaction product. The product is: [Cl:1][C:2]1[CH:3]=[C:4]2[C:10]([C:11]3[N:16]=[C:15]([NH:17][C@H:18]4[CH2:22][CH2:21][N:20]([C:31](=[O:32])[CH2:30][O:29][CH3:28])[CH2:19]4)[C:14]([F:27])=[CH:13][N:12]=3)=[CH:9][NH:8][C:5]2=[N:6][CH:7]=1.